The task is: Predict the product of the given reaction.. This data is from Forward reaction prediction with 1.9M reactions from USPTO patents (1976-2016). (1) Given the reactants [CH3:1][O:2][C:3]1[C:4](=[O:23])[C:5]([C:19]([O:21]C)=[O:20])=[N:6][N:7]([C:9]2[CH:10]=[CH:11][CH:12]=[C:13]3[C:18]=2[N:17]=[CH:16][CH:15]=[CH:14]3)[CH:8]=1.[OH-].[Na+].C1COCC1.Cl, predict the reaction product. The product is: [CH3:1][O:2][C:3]1[C:4](=[O:23])[C:5]([C:19]([OH:21])=[O:20])=[N:6][N:7]([C:9]2[CH:10]=[CH:11][CH:12]=[C:13]3[C:18]=2[N:17]=[CH:16][CH:15]=[CH:14]3)[CH:8]=1. (2) Given the reactants [NH2:1][C:2]1[CH:3]=[N:4][C:5]([CH3:13])=[C:6]([CH:12]=1)[C:7]([O:9][CH2:10][CH3:11])=[O:8].C1C(=O)N([Br:21])C(=O)C1, predict the reaction product. The product is: [NH2:1][C:2]1[C:3]([Br:21])=[N:4][C:5]([CH3:13])=[C:6]([CH:12]=1)[C:7]([O:9][CH2:10][CH3:11])=[O:8]. (3) Given the reactants [Br:1][C:2]1[CH:8]=[CH:7][C:5]([NH2:6])=[C:4]([F:9])[CH:3]=1.[C:10](O[C:10]([O:12][C:13]([CH3:16])([CH3:15])[CH3:14])=[O:11])([O:12][C:13]([CH3:16])([CH3:15])[CH3:14])=[O:11], predict the reaction product. The product is: [Br:1][C:2]1[CH:8]=[CH:7][C:5]([NH:6][C:10](=[O:11])[O:12][C:13]([CH3:16])([CH3:15])[CH3:14])=[C:4]([F:9])[CH:3]=1.